The task is: Regression. Given a peptide amino acid sequence and an MHC pseudo amino acid sequence, predict their binding affinity value. This is MHC class I binding data.. This data is from Peptide-MHC class I binding affinity with 185,985 pairs from IEDB/IMGT. (1) The peptide sequence is FLTGYLQL. The MHC is HLA-A02:01 with pseudo-sequence HLA-A02:01. The binding affinity (normalized) is 0.402. (2) The peptide sequence is AAMAAQLQA. The MHC is HLA-A02:02 with pseudo-sequence HLA-A02:02. The binding affinity (normalized) is 0.278. (3) The peptide sequence is SATYATVPF. The MHC is HLA-B15:03 with pseudo-sequence HLA-B15:03. The binding affinity (normalized) is 0.770. (4) The peptide sequence is FPLMAKNEA. The MHC is HLA-B53:01 with pseudo-sequence HLA-B53:01. The binding affinity (normalized) is 0.0877. (5) The peptide sequence is MRNTIMASK. The MHC is HLA-A68:02 with pseudo-sequence HLA-A68:02. The binding affinity (normalized) is 0.0847. (6) The peptide sequence is CYMHVSDFY. The MHC is HLA-B08:01 with pseudo-sequence HLA-B08:01. The binding affinity (normalized) is 0.0847.